This data is from Peptide-MHC class I binding affinity with 185,985 pairs from IEDB/IMGT. The task is: Regression. Given a peptide amino acid sequence and an MHC pseudo amino acid sequence, predict their binding affinity value. This is MHC class I binding data. (1) The peptide sequence is VTEKDSPVNI. The MHC is HLA-A01:01 with pseudo-sequence HLA-A01:01. The binding affinity (normalized) is 0.0184. (2) The peptide sequence is LMMILPAAL. The MHC is HLA-B08:01 with pseudo-sequence HLA-B08:01. The binding affinity (normalized) is 0.732. (3) The peptide sequence is RIKIAPGIA. The MHC is HLA-A02:06 with pseudo-sequence HLA-A02:06. The binding affinity (normalized) is 0. (4) The peptide sequence is LPHIIDEVI. The MHC is HLA-B35:01 with pseudo-sequence HLA-B35:01. The binding affinity (normalized) is 0.323. (5) The peptide sequence is LFGIKCIKK. The MHC is HLA-A11:01 with pseudo-sequence HLA-A11:01. The binding affinity (normalized) is 0.167. (6) The MHC is HLA-A68:01 with pseudo-sequence HLA-A68:01. The binding affinity (normalized) is 0.135. The peptide sequence is KMSTDNAVY.